This data is from Full USPTO retrosynthesis dataset with 1.9M reactions from patents (1976-2016). The task is: Predict the reactants needed to synthesize the given product. (1) Given the product [F:1][C:2]1[CH:10]=[C:9]2[C:5]([C:6]([C:18]3[CH:19]=[CH:20][C:21]4[S:25](=[O:27])(=[O:26])[N:24]([CH2:28][CH:29]([OH:34])[C:30]([NH:32][CH3:33])=[O:31])[CH:23]([CH3:35])[C:22]=4[CH:36]=3)=[CH:7][NH:8]2)=[CH:4][CH:3]=1, predict the reactants needed to synthesize it. The reactants are: [F:1][C:2]1[CH:10]=[C:9]2[C:5]([C:6]([C:18]3[CH:19]=[CH:20][C:21]4[S:25](=[O:27])(=[O:26])[N:24]([CH2:28][CH:29]([OH:34])[C:30]([NH:32][CH3:33])=[O:31])[CH:23]([CH3:35])[C:22]=4[CH:36]=3)=[CH:7][N:8]2C(OC(C)(C)C)=O)=[CH:4][CH:3]=1.FC(F)(F)C(O)=O. (2) Given the product [CH3:46][O:45][C:49](=[O:36])[CH2:48][CH2:47][C:27]1[CH:28]=[CH:29][C:30]([O:13][CH2:12][CH:2]2[CH2:3][CH2:4][C:5]3([CH2:11][CH2:10][CH2:9][CH2:8][CH2:7][CH2:6]3)[CH2:1]2)=[CH:31][CH:32]=1, predict the reactants needed to synthesize it. The reactants are: [CH2:1]1[C:5]2([CH2:11][CH2:10][CH2:9][CH2:8][CH2:7][CH2:6]2)[CH2:4][CH2:3][CH:2]1[CH2:12][OH:13].[C:27]1(P([C:27]2[CH:32]=[CH:31][CH:30]=[CH:29][CH:28]=2)[C:27]2[CH:32]=[CH:31][CH:30]=[CH:29][CH:28]=2)[CH:32]=[CH:31][CH:30]=[CH:29][CH:28]=1.N(C(N(C)C)=O)=NC(N(C)C)=[O:36].[O:45]1[CH2:49][CH2:48][CH2:47][CH2:46]1. (3) Given the product [F:15][C:14]([F:17])([F:16])[C:13]([C:6]1[C:7]([CH3:12])=[N:8][C:9]2[C:4]([C:5]=1[C:19]1[CH:20]=[CH:21][C:22]([S:25]([CH3:28])(=[O:27])=[O:26])=[CH:23][CH:24]=1)=[CH:3][C:2]([N:29]1[CH2:34][CH2:33][CH2:32][CH2:31][CH2:30]1)=[CH:11][CH:10]=2)=[O:18], predict the reactants needed to synthesize it. The reactants are: Br[C:2]1[CH:3]=[C:4]2[C:9](=[CH:10][CH:11]=1)[N:8]=[C:7]([CH3:12])[C:6]([C:13](=[O:18])[C:14]([F:17])([F:16])[F:15])=[C:5]2[C:19]1[CH:24]=[CH:23][C:22]([S:25]([CH3:28])(=[O:27])=[O:26])=[CH:21][CH:20]=1.[NH:29]1[CH2:34][CH2:33][CH2:32][CH2:31][CH2:30]1. (4) Given the product [C:11]1([CH2:10][O:9][C:8]([NH:7][CH2:6][C@H:2]2[CH2:3][CH2:4][CH2:5][N:1]2[CH:25]([C:26]([O:28][CH2:29][CH3:30])=[O:27])[C:31]([O:33][CH2:34][CH3:35])=[O:32])=[O:17])[CH:16]=[CH:15][CH:14]=[CH:13][CH:12]=1, predict the reactants needed to synthesize it. The reactants are: [NH:1]1[CH2:5][CH2:4][CH2:3][C@@H:2]1[CH2:6][NH:7][C:8](=[O:17])[O:9][CH2:10][C:11]1[CH:16]=[CH:15][CH:14]=[CH:13][CH:12]=1.C([O-])([O-])=O.[K+].[K+].Br[CH:25]([C:31]([O:33][CH2:34][CH3:35])=[O:32])[C:26]([O:28][CH2:29][CH3:30])=[O:27]. (5) Given the product [N+:7]([C:10]1[CH:18]=[C:17]2[C:13]([C:14]([C:1](=[O:5])[C:2]([N:19]3[CH2:23][CH2:22][CH2:21][CH2:20]3)=[O:3])=[CH:15][NH:16]2)=[CH:12][CH:11]=1)([O-:9])=[O:8], predict the reactants needed to synthesize it. The reactants are: [C:1](Cl)(=[O:5])[C:2](Cl)=[O:3].[N+:7]([C:10]1[CH:18]=[C:17]2[C:13]([CH:14]=[CH:15][NH:16]2)=[CH:12][CH:11]=1)([O-:9])=[O:8].[NH:19]1[CH2:23][CH2:22][CH2:21][CH2:20]1. (6) Given the product [CH2:12]([O:14][C:15](=[O:37])[CH:16]([O:34][CH2:35][CH3:36])[CH2:17][C:18]1[CH:23]=[CH:22][C:21]([O:24][CH2:25][CH2:26][C:27]2[CH:28]=[CH:29][C:30]([O:33][C:3](=[O:4])[NH:2][CH3:1])=[CH:31][CH:32]=2)=[CH:20][CH:19]=1)[CH3:13], predict the reactants needed to synthesize it. The reactants are: [CH3:1][N:2]=[C:3]=[O:4].C(N(CC)CC)C.[CH2:12]([O:14][C:15](=[O:37])[CH:16]([O:34][CH2:35][CH3:36])[CH2:17][C:18]1[CH:23]=[CH:22][C:21]([O:24][CH2:25][CH2:26][C:27]2[CH:32]=[CH:31][C:30]([OH:33])=[CH:29][CH:28]=2)=[CH:20][CH:19]=1)[CH3:13].C(OCC)C. (7) Given the product [CH3:40][C:6]1[CH:7]=[CH:2][C:3]([NH:21][C:24]([C:25]2[CH:30]=[CH:29][C:28]([CH2:31][N:32]3[CH2:33][CH2:34][N:35]([CH3:38])[CH2:36][CH2:37]3)=[CH:27][CH:26]=2)=[O:23])=[CH:4][C:5]=1[NH:8][C:9]1[N:10]=[CH:11][CH:12]=[C:13]([C:15]2[CH:20]=[CH:19][CH:18]=[N:17][CH:16]=2)[N:14]=1, predict the reactants needed to synthesize it. The reactants are: C[C:2]1[CH:7]=[CH:6][C:5]([NH:8][C:9]2[N:14]=[C:13]([C:15]3[CH:16]=[N:17][CH:18]=[CH:19][CH:20]=3)[CH:12]=[CH:11][N:10]=2)=[CH:4][C:3]=1[NH2:21].C[O:23][C:24](=O)[C:25]1[CH:30]=[CH:29][C:28]([CH2:31][N:32]2[CH2:37][CH2:36][N:35]([CH3:38])[CH2:34][CH2:33]2)=[CH:27][CH:26]=1.[CH3:40][O-].[Na+]. (8) Given the product [F:31][C:11]1[CH:12]=[C:13]([C:16]2[C:17]3[CH:24]=[C:23]([C:25]4[CH:26]=[N:27][N:28]([CH3:30])[CH:29]=4)[NH:22][C:18]=3[N:19]=[CH:20][N:21]=2)[CH:14]=[CH:15][C:10]=1[CH2:9][NH:7][C:6]([C:46]1[CH:45]=[C:44]([C:40]([CH3:43])([CH3:42])[CH3:41])[O:48][N:47]=1)=[O:32], predict the reactants needed to synthesize it. The reactants are: C(O[C:6](=[O:32])[N:7]([CH2:9][C:10]1[CH:15]=[CH:14][C:13]([C:16]2[C:17]3[CH:24]=[C:23]([C:25]4[CH:26]=[N:27][N:28]([CH3:30])[CH:29]=4)[NH:22][C:18]=3[N:19]=[CH:20][N:21]=2)=[CH:12][C:11]=1[F:31])C)(C)(C)C.C(O)(C(F)(F)F)=O.[C:40]([C:44]1[O:48][N:47]=[C:46](C(O)=O)[CH:45]=1)([CH3:43])([CH3:42])[CH3:41].CCN(C(C)C)C(C)C.CN(C(ON1N=NC2C=CC=NC1=2)=[N+](C)C)C.F[P-](F)(F)(F)(F)F.